This data is from Reaction yield outcomes from USPTO patents with 853,638 reactions. The task is: Predict the reaction yield, written as a fraction of the theoretical maximum amount of product (1.0 means a 100% yield; for example, 0.34 means a 34% yield). (1) The reactants are Cl[C:2]1[CH:19]=[C:18]([N:20]2[CH2:25][CH2:24][N:23]([C:26]3[CH:31]=[CH:30][CH:29]=[CH:28][C:27]=3[CH3:32])[CH2:22][CH2:21]2)[C:17]([N+:33]([O-:35])=[O:34])=[CH:16][C:3]=1[C:4]([NH:6][CH2:7][CH2:8][CH2:9][N:10]1[CH2:14][CH2:13][CH2:12][C:11]1=[O:15])=[O:5].P([O-])([O-])([O-])=O.[K+].[K+].[K+].[CH:44]1(P(C2CCCCC2)C2CCCCC2)CCCC[CH2:45]1.C([Sn](CCCC)(CCCC)C=C)CCC. The catalyst is O1CCOCC1.O.C(OCC)(=O)C.C([O-])(=O)C.[Pd+2].C([O-])(=O)C.C(OCC)(=O)C.CO. The product is [N+:33]([C:17]1[C:18]([N:20]2[CH2:25][CH2:24][N:23]([C:26]3[CH:31]=[CH:30][CH:29]=[CH:28][C:27]=3[CH3:32])[CH2:22][CH2:21]2)=[CH:19][C:2]([CH:44]=[CH2:45])=[C:3]([CH:16]=1)[C:4]([NH:6][CH2:7][CH2:8][CH2:9][N:10]1[CH2:14][CH2:13][CH2:12][C:11]1=[O:15])=[O:5])([O-:35])=[O:34]. The yield is 0.104. (2) The reactants are [F:1][C:2]([F:17])([F:16])[C:3]1[CH:4]=[C:5]([C:12]([O:14]C)=[O:13])[CH:6]=[C:7]2[C:11]=1[NH:10][N:9]=[CH:8]2.[OH-].[Li+]. The catalyst is CO.O1CCCC1. The product is [F:17][C:2]([F:1])([F:16])[C:3]1[CH:4]=[C:5]([C:12]([OH:14])=[O:13])[CH:6]=[C:7]2[C:11]=1[NH:10][N:9]=[CH:8]2. The yield is 0.290. (3) The reactants are Br[C:2]1[N:10]([CH2:11][C:12]2[CH:17]=[CH:16][C:15]([Cl:18])=[CH:14][CH:13]=2)[C:9]2[C:8](=[O:19])[N:7]([CH2:20][CH2:21][CH2:22][O:23][CH:24]3[CH2:29][CH2:28][CH2:27][CH2:26][O:25]3)[C:6](=[O:30])[N:5]([CH3:31])[C:4]=2[N:3]=1.[CH3:32][C:33]1[N:38]=[CH:37][C:36]([OH:39])=[CH:35][CH:34]=1.C(=O)([O-])[O-].[K+].[K+]. The catalyst is CN(C=O)C. The product is [Cl:18][C:15]1[CH:16]=[CH:17][C:12]([CH2:11][N:10]2[C:9]3[C:8](=[O:19])[N:7]([CH2:20][CH2:21][CH2:22][O:23][CH:24]4[CH2:29][CH2:28][CH2:27][CH2:26][O:25]4)[C:6](=[O:30])[N:5]([CH3:31])[C:4]=3[N:3]=[C:2]2[O:39][C:36]2[CH:37]=[N:38][C:33]([CH3:32])=[CH:34][CH:35]=2)=[CH:13][CH:14]=1. The yield is 0.750. (4) The yield is 0.133. The product is [Cl:1][C:2]1[CH:7]=[CH:6][C:5]([CH:8]2[C:19]([C:16]3[CH:17]=[CH:18][C:13]([Cl:12])=[CH:14][C:15]=3[F:28])([C:20]#[N:21])[CH:22]([CH2:23][C:24]([CH3:27])([CH3:26])[CH3:25])[CH2:10][NH:9]2)=[C:4]([F:11])[CH:3]=1.[Cl:12][C:13]1[CH:18]=[CH:17][C:16]([C:19]2([C:20]#[N:21])[CH:22]([CH2:23][C:24]([CH3:25])([CH3:26])[CH3:27])[CH:8]([C:5]3[CH:6]=[CH:7][C:2]([Cl:1])=[CH:3][C:4]=3[F:11])[NH:9][CH2:10]2)=[C:15]([F:28])[CH:14]=1. The reactants are [Cl:1][C:2]1[CH:7]=[CH:6][C:5](/[CH:8]=[N:9]/[CH3:10])=[C:4]([F:11])[CH:3]=1.[Cl:12][C:13]1[CH:18]=[CH:17][C:16](/[C:19](=[CH:22]/[CH2:23][C:24]([CH3:27])([CH3:26])[CH3:25])/[C:20]#[N:21])=[C:15]([F:28])[CH:14]=1.[OH-].[K+]. The catalyst is CS(C)=O. (5) The catalyst is C(OCC)(=O)C.C1C=CC([P]([Pd]([P](C2C=CC=CC=2)(C2C=CC=CC=2)C2C=CC=CC=2)([P](C2C=CC=CC=2)(C2C=CC=CC=2)C2C=CC=CC=2)[P](C2C=CC=CC=2)(C2C=CC=CC=2)C2C=CC=CC=2)(C2C=CC=CC=2)C2C=CC=CC=2)=CC=1. The product is [N:10]1([C:8]([C:5]2[CH2:6][NH:7][C:2]([C:40]3[CH:45]=[CH:44][C:16]([OH:19])=[CH:42][CH:41]=3)=[CH:3][CH:4]=2)=[O:9])[CH2:15][CH2:14][O:13][CH2:12][CH2:11]1. The reactants are Cl[C:2]1[N:7]=[CH:6][C:5]([C:8]([N:10]2[CH2:15][CH2:14][O:13][CH2:12][CH2:11]2)=[O:9])=[CH:4][CH:3]=1.[C:16](=[O:19])([O-])[O-].[Na+].[Na+].[F-].C([N+](CCCC)(CCCC)CCCC)CCC.[C:40]1(C)[CH:45]=[CH:44]C=[CH:42][CH:41]=1. The yield is 0.700. (6) The reactants are Cl[C:2]1[C:11]([C:12]#[N:13])=[C:10]([Cl:14])[C:9]2[C:4](=[CH:5][CH:6]=[CH:7][CH:8]=2)[N:3]=1.C([O-])(=[O:17])C.[NH4+]. The catalyst is C(O)(=O)C. The product is [Cl:14][C:10]1[C:9]2[C:4](=[CH:5][CH:6]=[CH:7][CH:8]=2)[NH:3][C:2](=[O:17])[C:11]=1[C:12]#[N:13]. The yield is 0.770. (7) The reactants are [CH3:1][C:2]([CH3:28])([CH3:27])[CH2:3][N:4]([CH3:26])[C:5]1[N:10]=[CH:9][N:8]=[C:7]([NH:11][C:12]2[CH:13]=[C:14]([CH:19]=[CH:20][C:21]=2[CH3:22])[C:15]([NH:17][CH3:18])=[O:16])[C:6]=1[N+:23]([O-])=O.[H][H]. The catalyst is [Pd]. The product is [NH2:23][C:6]1[C:7]([NH:11][C:12]2[CH:13]=[C:14]([CH:19]=[CH:20][C:21]=2[CH3:22])[C:15]([NH:17][CH3:18])=[O:16])=[N:8][CH:9]=[N:10][C:5]=1[N:4]([CH2:3][C:2]([CH3:28])([CH3:27])[CH3:1])[CH3:26]. The yield is 0.840. (8) The reactants are C1[CH:5]2[C@@H:6]3[CH:10]=[CH:9][C@H:8]([CH:4]2C=C1)[CH2:7]3.[CH3:11][O:12][C:13](=[O:16])C=C.C1(C=CC(O)=CC=1)O. No catalyst specified. The product is [CH3:11][O:12][C:13]([C:6]12[CH2:7][CH:8]([CH2:4][CH2:5]1)[CH:9]=[CH:10]2)=[O:16]. The yield is 0.850. (9) The reactants are [Cl:1][C:2]1[CH:3]=[CH:4][C:5]([C:8]2[C:12]([CH2:13][O:14][C:15]3[CH:23]=[CH:22][C:18]([C:19]([OH:21])=O)=[CH:17][N:16]=3)=[C:11]([CH3:24])[O:10][N:9]=2)=[N:6][CH:7]=1.ClC1C=C([C:32]2[C:36]([CH2:37]OC3C=CC(C(O)=O)=CN=3)=[C:35](C)[O:34]N=2)C=CC=1.[NH2:49]C(C)(C)CO. No catalyst specified. The product is [Cl:1][C:2]1[CH:3]=[CH:4][C:5]([C:8]2[C:12]([CH2:13][O:14][C:15]3[CH:23]=[CH:22][C:18]([C:19]([NH2:49])=[O:21])=[C:17]([C:36]([CH3:37])([CH3:32])[CH2:35][OH:34])[N:16]=3)=[C:11]([CH3:24])[O:10][N:9]=2)=[N:6][CH:7]=1. The yield is 0.530.